This data is from Forward reaction prediction with 1.9M reactions from USPTO patents (1976-2016). The task is: Predict the product of the given reaction. (1) Given the reactants [NH:1]1[C:5]2[CH2:6][CH2:7][CH2:8][C:4]=2[C:3](C(O)=O)=[N:2]1.C(=O)(O)[O-].[Na+].[I-:17].[Na+].II, predict the reaction product. The product is: [I:17][C:3]1[C:4]2[CH2:8][CH2:7][CH2:6][C:5]=2[NH:1][N:2]=1. (2) The product is: [F:21][C:22]1[CH:23]=[CH:24][C:25]([N:28]2[C:32]([C:2]3[CH:3]=[CH:4][C:5]4[N:6]([C:8]([C:11]5[CH:16]=[CH:15][C:14]([C:17]([F:20])([F:19])[F:18])=[CH:13][CH:12]=5)=[CH:9][N:10]=4)[CH:7]=3)=[CH:31][CH:30]=[N:29]2)=[CH:26][CH:27]=1. Given the reactants Br[C:2]1[CH:3]=[CH:4][C:5]2[N:6]([C:8]([C:11]3[CH:16]=[CH:15][C:14]([C:17]([F:20])([F:19])[F:18])=[CH:13][CH:12]=3)=[CH:9][N:10]=2)[CH:7]=1.[F:21][C:22]1[CH:27]=[CH:26][C:25]([N:28]2[C:32](B3OC(C)(C)C(C)(C)O3)=[CH:31][CH:30]=[N:29]2)=[CH:24][CH:23]=1, predict the reaction product. (3) Given the reactants [C:1]([C:5]1[CH:6]=[C:7]([CH:12]=[C:13]([CH2:15][OH:16])[CH:14]=1)[C:8]([O:10]C)=[O:9])([CH3:4])([CH3:3])[CH3:2].[OH-].[Na+], predict the reaction product. The product is: [C:1]([C:5]1[CH:6]=[C:7]([CH:12]=[C:13]([CH2:15][OH:16])[CH:14]=1)[C:8]([OH:10])=[O:9])([CH3:4])([CH3:2])[CH3:3].